Task: Regression. Given two drug SMILES strings and cell line genomic features, predict the synergy score measuring deviation from expected non-interaction effect.. Dataset: NCI-60 drug combinations with 297,098 pairs across 59 cell lines (1) Drug 1: C1CN1P(=S)(N2CC2)N3CC3. Drug 2: CC1=C(C(CCC1)(C)C)C=CC(=CC=CC(=CC(=O)O)C)C. Cell line: U251. Synergy scores: CSS=31.0, Synergy_ZIP=-7.35, Synergy_Bliss=-0.594, Synergy_Loewe=-9.38, Synergy_HSA=-3.68. (2) Drug 1: C1C(C(OC1N2C=C(C(=O)NC2=O)F)CO)O. Drug 2: CCC1(CC2CC(C3=C(CCN(C2)C1)C4=CC=CC=C4N3)(C5=C(C=C6C(=C5)C78CCN9C7C(C=CC9)(C(C(C8N6C=O)(C(=O)OC)O)OC(=O)C)CC)OC)C(=O)OC)O.OS(=O)(=O)O. Cell line: UACC-257. Synergy scores: CSS=7.05, Synergy_ZIP=-6.73, Synergy_Bliss=-1.26, Synergy_Loewe=-13.6, Synergy_HSA=-2.00. (3) Drug 1: COC1=C(C=C2C(=C1)N=CN=C2NC3=CC(=C(C=C3)F)Cl)OCCCN4CCOCC4. Drug 2: C1=CC=C(C(=C1)C(C2=CC=C(C=C2)Cl)C(Cl)Cl)Cl. Cell line: A549. Synergy scores: CSS=33.7, Synergy_ZIP=2.63, Synergy_Bliss=3.52, Synergy_Loewe=-7.31, Synergy_HSA=4.09.